From a dataset of HIV replication inhibition screening data with 41,000+ compounds from the AIDS Antiviral Screen. Binary Classification. Given a drug SMILES string, predict its activity (active/inactive) in a high-throughput screening assay against a specified biological target. (1) The drug is CC1=C2CC(C)(C)CC(=O)C2(C)CCC1=O. The result is 0 (inactive). (2) The molecule is Cc1cc(C)c([O-])c(-[n+]2c(-c3ccccc3)cc(-c3ccccc3)cc2-c2ccccc2)c1. The result is 0 (inactive). (3) The drug is O=C1C(=Cc2ccc(F)cc2)Cc2ccccc21. The result is 0 (inactive). (4) The molecule is CC(=O)NC(CC(C)C)C(=O)NC(CC(=O)O)C(=O)NC(CCCCN)C(=O)NC(C)C(=O)NC(CO)C(=O)NC(Cc1ccc(O)cc1)C(=O)NC(CO)C(=O)NC(C(=O)NC(CC(N)=O)C(=O)NC(Cc1c[nH]cn1)C(=O)NC(CC(C)C)C(N)=O)C(C)O. The result is 0 (inactive).